From a dataset of Full USPTO retrosynthesis dataset with 1.9M reactions from patents (1976-2016). Predict the reactants needed to synthesize the given product. (1) Given the product [F:22][C:19]1[CH:18]=[CH:17][C:16]([CH2:15][O:14][C:11]2[CH:12]=[CH:13][N:8]([C:5]3[CH:6]=[CH:7][C:2]4[N:1]=[C:32]([C:31]5[O:30][CH:29]=[N:28][C:27]=5[CH3:26])[N:24]([CH3:25])[C:3]=4[CH:4]=3)[C:9](=[O:23])[CH:10]=2)=[CH:21][CH:20]=1, predict the reactants needed to synthesize it. The reactants are: [NH2:1][C:2]1[CH:7]=[CH:6][C:5]([N:8]2[CH:13]=[CH:12][C:11]([O:14][CH2:15][C:16]3[CH:21]=[CH:20][C:19]([F:22])=[CH:18][CH:17]=3)=[CH:10][C:9]2=[O:23])=[CH:4][C:3]=1[NH:24][CH3:25].[CH3:26][C:27]1[N:28]=[CH:29][O:30][C:31]=1[C:32](O)=O.CN(C(ON1N=NC2C=CC=NC1=2)=[N+](C)C)C.F[P-](F)(F)(F)(F)F.C(N(CC)C(C)C)(C)C.C([O-])(O)=O.[Na+]. (2) Given the product [ClH:22].[F:1][C:2]1[CH:3]=[C:4]([CH:12]2[CH2:13][CH:14]([C:15]([O:17][CH3:18])=[O:16])[CH2:19][CH2:20][NH:21]2)[CH:5]=[CH:6][C:7]=1[C:8]([F:11])([F:9])[F:10], predict the reactants needed to synthesize it. The reactants are: [F:1][C:2]1[CH:3]=[C:4]([C:12]2[CH:13]=[C:14]([CH:19]=[CH:20][N:21]=2)[C:15]([O:17][CH3:18])=[O:16])[CH:5]=[CH:6][C:7]=1[C:8]([F:11])([F:10])[F:9].[ClH:22]. (3) The reactants are: [Si:1]([O:8][CH2:9][C@@H:10]([NH:14][C:15]([C:17]1[N:18]=[C:19]([N:22]2[CH2:25][CH:24]([OH:26])[CH2:23]2)[S:20][CH:21]=1)=[O:16])[CH:11]([CH3:13])[CH3:12])([C:4]([CH3:7])([CH3:6])[CH3:5])([CH3:3])[CH3:2].[CH3:27][S:28](Cl)(=[O:30])=[O:29].C(N(CC)CC)C. Given the product [Si:1]([O:8][CH2:9][C@@H:10]([NH:14][C:15]([C:17]1[N:18]=[C:19]([N:22]2[CH2:23][CH:24]([O:26][S:28]([CH3:27])(=[O:30])=[O:29])[CH2:25]2)[S:20][CH:21]=1)=[O:16])[CH:11]([CH3:13])[CH3:12])([C:4]([CH3:6])([CH3:7])[CH3:5])([CH3:2])[CH3:3], predict the reactants needed to synthesize it. (4) Given the product [Cl:20][C:21]1[CH:26]=[CH:25][CH:24]=[C:23]([Cl:27])[C:22]=1[C:28]1[CH:38]=[C:37]([CH3:39])[C:31]2[N:32]=[C:33]([NH:36][C:2]3[CH:7]=[CH:6][C:5]([S:8]([N:11]([CH3:19])[CH2:12][CH2:13][N:14]4[CH2:18][CH2:17][CH2:16][CH2:15]4)(=[O:10])=[O:9])=[CH:4][CH:3]=3)[N:34]=[N:35][C:30]=2[CH:29]=1, predict the reactants needed to synthesize it. The reactants are: Br[C:2]1[CH:7]=[CH:6][C:5]([S:8]([N:11]([CH3:19])[CH2:12][CH2:13][N:14]2[CH2:18][CH2:17][CH2:16][CH2:15]2)(=[O:10])=[O:9])=[CH:4][CH:3]=1.[Cl:20][C:21]1[CH:26]=[CH:25][CH:24]=[C:23]([Cl:27])[C:22]=1[C:28]1[CH:38]=[C:37]([CH3:39])[C:31]2[N:32]=[C:33]([NH2:36])[N:34]=[N:35][C:30]=2[CH:29]=1.C([O-])([O-])=O.[Cs+].[Cs+].CC1(C)C2C(=C(P(C3C=CC=CC=3)C3C=CC=CC=3)C=CC=2)OC2C(P(C3C=CC=CC=3)C3C=CC=CC=3)=CC=CC1=2.